Dataset: Kir2.1 potassium channel HTS with 301,493 compounds. Task: Binary Classification. Given a drug SMILES string, predict its activity (active/inactive) in a high-throughput screening assay against a specified biological target. (1) The compound is Clc1ccc(OC(C)(C)C(OCC(=O)NCCc2ccccc2)=O)cc1. The result is 1 (active). (2) The molecule is OC(=O)CCc1n(c(cc1)c1ccccc1)CC=C. The result is 0 (inactive). (3) The compound is O=c1n(Cc2ccccc2)c(N)c(N(C(=O)COC(=O)/C=C\c2cc3OCOc3cc2)C)c(=O)[nH]1. The result is 0 (inactive). (4) The molecule is O(c1c(/[nH][nH]c1C)=C1\C(O)=CC(=O)C=C1)c1ccc(OC)cc1. The result is 1 (active). (5) The compound is Clc1ccc(C2(CCC2)C(O)=O)cc1. The result is 0 (inactive). (6) The molecule is S(c1n(CC)c(nn1)CSc1sc2c(n1)cccc2)CC(OC(C)(C)C)=O. The result is 1 (active). (7) The drug is Clc1ccc(OCc2n(c(=O)c3c(n2)cccc3)C)cc1. The result is 0 (inactive). (8) The result is 0 (inactive). The compound is Clc1c(S(=O)(=O)N2CC(CCC2)C(=O)N2CCCC2)cc(Cl)cc1.